Dataset: Reaction yield outcomes from USPTO patents with 853,638 reactions. Task: Predict the reaction yield, written as a fraction of the theoretical maximum amount of product (1.0 means a 100% yield; for example, 0.34 means a 34% yield). (1) The reactants are [Li+].[BH4-].[NH2:3][C:4]1[CH:9]=[CH:8][C:7]([C:10]2[CH2:11][C@@H:12]3[N:18]([CH:19]=2)[C:17](=[O:20])[C:16]2[CH:21]=[C:22]([O:64][CH3:65])[C:23]([O:25][CH2:26][CH2:27][CH2:28][O:29][C:30]4[C:61]([O:62][CH3:63])=[CH:60][C:33]5[C:34](=[O:59])[N:35]6[CH:50]=[C:49]([C:51]7[CH:56]=[CH:55][C:54]([O:57][CH3:58])=[CH:53][CH:52]=7)[CH2:48][C@H:36]6[C:37](=O)[N:38](COCC[Si](C)(C)C)[C:32]=5[CH:31]=4)=[CH:24][C:15]=2[N:14](COCC[Si](C)(C)C)[C:13]3=O)=[CH:6][CH:5]=1.CCO. The catalyst is C1COCC1. The product is [NH2:3][C:4]1[CH:9]=[CH:8][C:7]([C:10]2[CH2:11][C@@H:12]3[N:18]([CH:19]=2)[C:17](=[O:20])[C:16]2[CH:21]=[C:22]([O:64][CH3:65])[C:23]([O:25][CH2:26][CH2:27][CH2:28][O:29][C:30]4[C:61]([O:62][CH3:63])=[CH:60][C:33]5[C:34](=[O:59])[N:35]6[CH:50]=[C:49]([C:51]7[CH:52]=[CH:53][C:54]([O:57][CH3:58])=[CH:55][CH:56]=7)[CH2:48][C@H:36]6[CH:37]=[N:38][C:32]=5[CH:31]=4)=[CH:24][C:15]=2[N:14]=[CH:13]3)=[CH:6][CH:5]=1. The yield is 0.610. (2) The reactants are Cl[C:2]1[N:11]=[CH:10][C:9]2[N:8]([CH2:12][C:13]3[CH:18]=[CH:17][C:16]([S:19]([CH3:22])(=[O:21])=[O:20])=[CH:15][CH:14]=3)[CH2:7][C@@H:6]3[CH2:23][O:24][CH2:25][CH2:26][N:5]3[C:4]=2[N:3]=1.[F:27][CH:28]([F:38])[C:29]1[NH:33][C:32]2[CH:34]=[CH:35][CH:36]=[CH:37][C:31]=2[N:30]=1.C(=O)([O-])[O-].[Cs+].[Cs+].C1(P(C2CCCCC2)C2C=CC=CC=2C2C(C(C)C)=CC(C(C)C)=CC=2C(C)C)CCCCC1. The catalyst is CN(C=O)C.C1C=CC(/C=C/C(/C=C/C2C=CC=CC=2)=O)=CC=1.C1C=CC(/C=C/C(/C=C/C2C=CC=CC=2)=O)=CC=1.C1C=CC(/C=C/C(/C=C/C2C=CC=CC=2)=O)=CC=1.[Pd].[Pd].O.CCOC(C)=O. The product is [F:38][CH:28]([F:27])[C:29]1[N:30]([C:2]2[N:11]=[CH:10][C:9]3[N:8]([CH2:12][C:13]4[CH:18]=[CH:17][C:16]([S:19]([CH3:22])(=[O:21])=[O:20])=[CH:15][CH:14]=4)[CH2:7][C@@H:6]4[CH2:23][O:24][CH2:25][CH2:26][N:5]4[C:4]=3[N:3]=2)[C:31]2[CH:37]=[CH:36][CH:35]=[CH:34][C:32]=2[N:33]=1. The yield is 0.214. (3) The reactants are [CH3:1][S:2][C:3]1[CH:7]=[C:6]([NH2:8])[NH:5][N:4]=1.[Cl:9][C:10]1[N:15]=[C:14](Cl)[C:13]([Cl:17])=[CH:12][N:11]=1.CCN(CC)CC. The catalyst is CCO. The product is [Cl:9][C:10]1[N:15]=[C:14]([NH:8][C:6]2[CH:7]=[C:3]([S:2][CH3:1])[NH:4][N:5]=2)[C:13]([Cl:17])=[CH:12][N:11]=1. The yield is 0.480. (4) The product is [CH:20]1([C:7]([C:1]2[CH:6]=[CH:5][CH:4]=[CH:3][CH:2]=2)([C:9]2[N:10]=[CH:11][NH:12][N:13]=2)[OH:8])[CH2:21][CH2:22][CH2:23][CH2:24][CH2:25]1. The yield is 0.790. The reactants are [CH:1]1([C:7]([C:20]2[CH:25]=[CH:24][CH:23]=[CH:22][CH:21]=2)([C:9]2[N:13](CN3CCCC3)[N:12]=[CH:11][N:10]=2)[OH:8])[CH2:6][CH2:5][CH2:4][CH2:3][CH2:2]1.[BH4-].[Na+]. The catalyst is C(O)C. (5) The reactants are [C:1]([O:5][C:6](=[O:16])[NH:7][C:8]1[C:13]([Br:14])=[CH:12][C:11]([NH2:15])=[CH:10][N:9]=1)([CH3:4])([CH3:3])[CH3:2].[F:17][C:18]1[CH:19]=[C:20]([CH:24]=[CH:25][CH:26]=1)[C:21](Cl)=[O:22].C(N(CC)C(C)C)(C)C. The catalyst is C(Cl)Cl.Cl.C(Cl)Cl. The product is [C:1]([O:5][C:6](=[O:16])[NH:7][C:8]1[C:13]([Br:14])=[CH:12][C:11]([NH:15][C:21](=[O:22])[C:20]2[CH:24]=[CH:25][CH:26]=[C:18]([F:17])[CH:19]=2)=[CH:10][N:9]=1)([CH3:4])([CH3:2])[CH3:3]. The yield is 0.660. (6) The reactants are F[C:2]1[CH:7]=[C:6]([CH3:8])[C:5]([N+:9]([O-])=O)=[CH:4][N:3]=1.Cl.[CH:13]12[NH:19][CH:16]([CH2:17][CH2:18]1)[CH2:15][CH2:14]2.CCN(CC)CC. The catalyst is C(#N)C. The product is [CH:16]12[N:19]([C:2]3[N:3]=[CH:4][C:5]([NH2:9])=[C:6]([CH3:8])[CH:7]=3)[CH:13]([CH2:18][CH2:17]1)[CH2:14][CH2:15]2. The yield is 0.710. (7) The reactants are Br[C:2]1[C:3]([N:9]2[CH2:15][CH2:14][CH2:13][CH2:12][CH2:11][CH2:10]2)=[N:4][CH:5]=[C:6]([Br:8])[N:7]=1.[CH3:16][N:17]1[CH2:23][CH2:22][CH2:21][NH:20][CH2:19][CH2:18]1. No catalyst specified. The product is [N:9]1([C:3]2[C:2]([N:20]3[CH2:21][CH2:22][CH2:23][N:17]([CH3:16])[CH2:18][CH2:19]3)=[N:7][C:6]([Br:8])=[CH:5][N:4]=2)[CH2:15][CH2:14][CH2:13][CH2:12][CH2:11][CH2:10]1. The yield is 0.540. (8) No catalyst specified. The reactants are Br[C:2]1[N:7]=[N:6][C:5]([NH2:8])=[N:4][C:3]=1[C:9]1[CH:14]=[CH:13][CH:12]=[CH:11][CH:10]=1.[CH3:15][C:16]1[CH:17]=[C:18](B(O)O)[CH:19]=[C:20]([CH3:22])[CH:21]=1. The yield is 0.650. The product is [CH3:15][C:16]1[CH:17]=[C:18]([C:2]2[N:7]=[N:6][C:5]([NH2:8])=[N:4][C:3]=2[C:9]2[CH:14]=[CH:13][CH:12]=[CH:11][CH:10]=2)[CH:19]=[C:20]([CH3:22])[CH:21]=1. (9) The reactants are Br[CH2:2][CH2:3][O:4][C:5]1[CH:10]=[C:9]([S:11]([CH3:14])(=[O:13])=[O:12])[CH:8]=[C:7]([F:15])[CH:6]=1.[CH:16]1([NH2:20])[CH2:19][CH2:18][CH2:17]1. The catalyst is C(O)C. The product is [F:15][C:7]1[CH:6]=[C:5]([CH:10]=[C:9]([S:11]([CH3:14])(=[O:13])=[O:12])[CH:8]=1)[O:4][CH2:3][CH2:2][NH:20][CH:16]1[CH2:19][CH2:18][CH2:17]1. The yield is 0.827.